From a dataset of Forward reaction prediction with 1.9M reactions from USPTO patents (1976-2016). Predict the product of the given reaction. (1) Given the reactants [CH3:1][O:2][C:3]1[CH:4]=[C:5]([CH:26]=[CH:27][C:28]=1[O:29][CH3:30])[CH2:6][CH2:7][NH:8][C:9](=O)[CH2:10][C:11]1[CH:16]=[CH:15][C:14]([C:17](=O)[C:18]2[CH:23]=[CH:22][CH:21]=[CH:20][CH:19]=2)=[CH:13][CH:12]=1.[CH2:31]([SH:34])[CH2:32][SH:33].B(F)(F)F.CCOCC.[BH4-].[Na+].[C:46]([OH:51])(=[O:50])[C:47]([OH:49])=[O:48], predict the reaction product. The product is: [C:46]([OH:51])(=[O:50])[C:47]([OH:49])=[O:48].[CH3:1][O:2][C:3]1[CH:4]=[C:5]2[C:26](=[CH:27][C:28]=1[O:29][CH3:30])[CH:9]([CH2:10][C:11]1[CH:16]=[CH:15][C:14]([C:17]3([C:18]4[CH:23]=[CH:22][CH:21]=[CH:20][CH:19]=4)[S:34][CH2:31][CH2:32][S:33]3)=[CH:13][CH:12]=1)[NH:8][CH2:7][CH2:6]2. (2) The product is: [OH:34][C:28]([C:30]([F:33])([F:32])[F:31])=[O:29].[NH2:7][CH:8]1[CH2:9][N:10]([CH:12]2[CH2:13][CH2:14][C:15]([C:18]3[CH:19]=[N:20][C:21]([O:24][CH3:25])=[CH:22][CH:23]=3)([OH:26])[CH2:16][CH2:17]2)[CH2:11]1. Given the reactants C(OC(=O)[NH:7][CH:8]1[CH2:11][N:10]([CH:12]2[CH2:17][CH2:16][C:15]([OH:26])([C:18]3[CH:19]=[N:20][C:21]([O:24][CH3:25])=[CH:22][CH:23]=3)[CH2:14][CH2:13]2)[CH2:9]1)(C)(C)C.[C:28]([OH:34])([C:30]([F:33])([F:32])[F:31])=[O:29], predict the reaction product. (3) Given the reactants [C:1](=[O:4])([O-:3])[O-].[Ca+2:5].[NH2:6][C@H:7]([C:13]([OH:15])=[O:14])[CH2:8]CC(O)=O, predict the reaction product. The product is: [Ca:5].[NH2:6][C@H:7]([C:13]([OH:15])=[O:14])[CH2:8][C:1]([OH:3])=[O:4].